Dataset: Forward reaction prediction with 1.9M reactions from USPTO patents (1976-2016). Task: Predict the product of the given reaction. (1) Given the reactants [CH2:1]([S:5][C:6]1[N:14]=[C:13]2[C:9]([N:10]=[CH:11][NH:12]2)=[C:8]([NH2:15])[N:7]=1)[CH2:2][CH2:3][CH3:4].[H-].[Na+].CC([O:21][C@H:22]1[CH:26]=[CH:25][C@@H:24](O)[CH2:23]1)=O, predict the reaction product. The product is: [NH2:15][C:8]1[N:7]=[C:6]([S:5][CH2:1][CH2:2][CH2:3][CH3:4])[N:14]=[C:13]2[C:9]=1[N:10]=[CH:11][N:12]2[C@@H:25]1[CH2:26][C@H:22]([OH:21])[CH:23]=[CH:24]1. (2) Given the reactants [CH3:1][N:2]1[CH2:7][CH2:6][N:5]([CH2:8][C:9]2[CH:28]=[CH:27][C:12]([C:13]([NH:15][C:16]3[CH:17]=[CH:18][C:19]([CH3:26])=[C:20]([CH:25]=3)[C:21]([O:23]C)=[O:22])=[O:14])=[CH:11][CH:10]=2)[CH2:4][CH2:3]1.[OH-].[Li+], predict the reaction product. The product is: [CH3:1][N:2]1[CH2:3][CH2:4][N:5]([CH2:8][C:9]2[CH:10]=[CH:11][C:12]([C:13]([NH:15][C:16]3[CH:17]=[CH:18][C:19]([CH3:26])=[C:20]([CH:25]=3)[C:21]([OH:23])=[O:22])=[O:14])=[CH:27][CH:28]=2)[CH2:6][CH2:7]1. (3) Given the reactants [CH3:1][N:2]1[C:6]([C:7]2[CH:8]=[C:9]3[C:14](=[CH:15][C:16]=2[C:17]([F:20])([F:19])[F:18])[NH:13][C:12](=[O:21])[N:11]([NH:22][S:23]([CH3:26])(=[O:25])=[O:24])[C:10]3=[O:27])=[CH:5][CH:4]=[N:3]1.Cl[C:29]([O:31][CH3:32])=[O:30], predict the reaction product. The product is: [CH3:32][O:31][C:29](=[O:30])[N:22]([S:23]([CH3:26])(=[O:25])=[O:24])[N:11]1[C:10](=[O:27])[C:9]2[C:14](=[CH:15][C:16]([C:17]([F:19])([F:20])[F:18])=[C:7]([C:6]3[N:2]([CH3:1])[N:3]=[CH:4][CH:5]=3)[CH:8]=2)[NH:13][C:12]1=[O:21]. (4) Given the reactants [F:1][C:2]([F:19])([F:18])[C:3]([C:9]1[CH:15]=[C:14]([CH3:16])[C:12]([NH2:13])=[C:11]([CH3:17])[CH:10]=1)([F:8])[C:4]([F:7])([F:6])[F:5].[N:20]1[CH:25]=[CH:24][CH:23]=[CH:22][CH:21]=1.[OH2:26], predict the reaction product. The product is: [F:1][C:2]([F:18])([F:19])[C:3]([C:9]1[CH:15]=[C:14]([CH3:16])[C:12]([NH:13][C:4]([C:3]2[CH:2]=[C:24]3[C:25](=[CH:10][CH:9]=2)[N:20]=[CH:21][CH:22]=[CH:23]3)=[O:26])=[C:11]([CH3:17])[CH:10]=1)([F:8])[C:4]([F:7])([F:6])[F:5]. (5) Given the reactants Cl[C:2]1[CH:3]=[CH:4][C:5]([CH:15]=[O:16])=[N:6][C:7]=1[C:8]1[C:12]([CH3:14])([CH3:13])[CH2:11][CH2:10][CH:9]=1.[F:17][C:18]1[CH:23]=[CH:22][C:21]([O:24][CH3:25])=[CH:20][C:19]=1B(O)O, predict the reaction product. The product is: [CH3:13][C:12]1([CH3:14])[C:8]([C:7]2[N:6]=[C:5]([CH:15]=[O:16])[CH:4]=[CH:3][C:2]=2[C:19]2[CH:20]=[C:21]([O:24][CH3:25])[CH:22]=[CH:23][C:18]=2[F:17])=[CH:9][CH2:10][CH2:11]1. (6) Given the reactants [Cl:1][C:2]1[CH:3]=[C:4]2[C:9](=[CH:10][CH:11]=1)[C:8](=[O:12])[N:7]([CH3:13])[C:6]([C:14]([O:16]CC)=[O:15])=[C:5]2[O:19][CH3:20].[OH-].[Na+].O.Cl, predict the reaction product. The product is: [Cl:1][C:2]1[CH:3]=[C:4]2[C:9](=[CH:10][CH:11]=1)[C:8](=[O:12])[N:7]([CH3:13])[C:6]([C:14]([OH:16])=[O:15])=[C:5]2[O:19][CH3:20]. (7) Given the reactants [CH2:1]1COC23OCCOC2([C@]2(CC[C@H]4[C@@H](C[C@H](CNC=O)C5[C@]4(C)CCCC5)[C@@H]2C3)C)[O:2]1.[C:32]([C@@H:34]1[CH:51]2[C@:46]([CH3:53])([CH2:47][CH2:48][C:49](=[O:52])[CH2:50]2)[C@@H:45]2[C@H:36]([C@H:37]3[C@@:41]([CH2:43][CH2:44]2)([CH3:42])[C:40](=[O:54])[CH2:39][CH2:38]3)[CH2:35]1)#[N:33], predict the reaction product. The product is: [CH:1]([NH:33][CH2:32][C@@H:34]1[CH:51]2[C@:46]([CH3:53])([CH2:47][CH2:48][C:49](=[O:52])[CH2:50]2)[C@@H:45]2[C@H:36]([C@H:37]3[C@@:41]([CH2:43][CH2:44]2)([CH3:42])[C:40](=[O:54])[CH2:39][CH2:38]3)[CH2:35]1)=[O:2]. (8) The product is: [CH3:1][CH:2]1[CH2:7][CH2:6][N:5]([C:15]([Cl:17])=[O:16])[CH2:4][CH2:3]1. Given the reactants [CH3:1][CH:2]1[CH2:7][CH2:6][NH:5][CH2:4][CH2:3]1.C(N(CC)CC)C.[C:15](Cl)([Cl:17])=[O:16], predict the reaction product.